Dataset: Catalyst prediction with 721,799 reactions and 888 catalyst types from USPTO. Task: Predict which catalyst facilitates the given reaction. Reactant: Br[C:2]1[CH:3]=[CH:4][C:5]([CH2:8][P:9](=[O:16])([O:13][CH2:14][CH3:15])[O:10][CH2:11][CH3:12])=[N:6][CH:7]=1.[Cl:17][C:18]1[CH:23]=[CH:22][CH:21]=[CH:20][C:19]=1B(O)O.C(=O)([O-])O.[Na+]. Product: [CH2:11]([O:10][P:9]([CH2:8][C:5]1[CH:4]=[CH:3][C:2]([C:20]2[CH:21]=[CH:22][CH:23]=[C:18]([Cl:17])[CH:19]=2)=[CH:7][N:6]=1)(=[O:16])[O:13][CH2:14][CH3:15])[CH3:12]. The catalyst class is: 108.